The task is: Predict which catalyst facilitates the given reaction.. This data is from Catalyst prediction with 721,799 reactions and 888 catalyst types from USPTO. (1) Reactant: [CH3:1][C:2]1[C:11]([O:12]C(=O)C)=[CH:10][CH:9]=[C:8]2[C:3]=1[C:4](=O)[CH:5]=[CH:6][NH:7]2.O=P(Cl)(Cl)[Cl:19]. Product: [Cl:19][C:4]1[C:3]2[C:8](=[CH:9][CH:10]=[C:11]([OH:12])[C:2]=2[CH3:1])[N:7]=[CH:6][CH:5]=1. The catalyst class is: 22. (2) Reactant: [CH3:1][O:2][CH2:3][N:4]1[C:9]2[CH:10]=[C:11]([CH2:14]O)[CH:12]=[CH:13][C:8]=2[S:7][C:6]2[N:16]=[CH:17][CH:18]=[N:19][C:5]1=2.[C:20]1(=[O:30])[NH:24][C:23](=[O:25])[C:22]2=[CH:26][CH:27]=[CH:28][CH:29]=[C:21]12.C1(P(C2C=CC=CC=2)C2C=CC=CC=2)C=CC=CC=1.N(C(OCC)=O)=NC(OCC)=O. Product: [CH3:1][O:2][CH2:3][N:4]1[C:9]2[CH:10]=[C:11]([CH2:14][N:24]3[C:23](=[O:25])[C:22]4=[CH:26][CH:27]=[CH:28][CH:29]=[C:21]4[C:20]3=[O:30])[CH:12]=[CH:13][C:8]=2[S:7][C:6]2[N:16]=[CH:17][CH:18]=[N:19][C:5]1=2. The catalyst class is: 7. (3) Reactant: [C:1]([O-])([O-])=O.[K+].[K+].CI.[C:9]([O:13][C:14]([N:16]1[CH2:21][CH2:20][N:19]([C:22](=[O:32])[C:23]2[CH:28]=[CH:27][CH:26]=[CH:25][C:24]=2[C:29]([OH:31])=[O:30])[CH2:18][CH2:17]1)=[O:15])([CH3:12])([CH3:11])[CH3:10]. Product: [C:9]([O:13][C:14]([N:16]1[CH2:17][CH2:18][N:19]([C:22](=[O:32])[C:23]2[CH:28]=[CH:27][CH:26]=[CH:25][C:24]=2[C:29]([O:31][CH3:1])=[O:30])[CH2:20][CH2:21]1)=[O:15])([CH3:12])([CH3:10])[CH3:11]. The catalyst class is: 18. (4) Reactant: [Cl:1][C:2]1[N:3]=[C:4](Cl)[C:5]2[CH:10]=[CH:9][N:8]([S:11]([C:14]3[CH:20]=[CH:19][C:17]([CH3:18])=[CH:16][CH:15]=3)(=[O:13])=[O:12])[C:6]=2[N:7]=1.[N+:22]([C:25]1[CH:26]=[C:27]([CH:37]=[CH:38][CH:39]=1)[CH2:28][NH:29][C:30](=[O:36])[O:31][C:32]([CH3:35])([CH3:34])[CH3:33])([O-])=O.O.CCOC(C)=O. Product: [Cl:1][C:2]1[N:3]=[C:4]([NH:22][C:25]2[CH:26]=[C:27]([CH:37]=[CH:38][CH:39]=2)[CH2:28][NH:29][C:30](=[O:36])[O:31][C:32]([CH3:35])([CH3:34])[CH3:33])[C:5]2[CH:10]=[CH:9][N:8]([S:11]([C:14]3[CH:20]=[CH:19][C:17]([CH3:18])=[CH:16][CH:15]=3)(=[O:13])=[O:12])[C:6]=2[N:7]=1. The catalyst class is: 51. (5) Reactant: [CH3:1][C:2]1([CH3:31])[CH2:11][CH2:10][C:9]2[N:8]=[CH:7][N:6]=[C:5]([N:12]3[CH2:18][C:17]4[CH:19]=[C:20]([C:23]5[CH:24]=[C:25]([NH2:30])[C:26]([NH2:29])=[N:27][CH:28]=5)[CH:21]=[CH:22][C:16]=4[O:15][CH2:14][CH2:13]3)[C:4]=2[CH2:3]1.[CH3:32][O:33][C:34]([NH:36][C:37](=NC(OC)=O)SC)=[O:35]. Product: [CH3:32][O:33][C:34](=[O:35])[NH:36][C:37]1[NH:30][C:25]2[C:26]([N:29]=1)=[N:27][CH:28]=[C:23]([C:20]1[CH:21]=[CH:22][C:16]3[O:15][CH2:14][CH2:13][N:12]([C:5]4[C:4]5[CH2:3][C:2]([CH3:31])([CH3:1])[CH2:11][CH2:10][C:9]=5[N:8]=[CH:7][N:6]=4)[CH2:18][C:17]=3[CH:19]=1)[CH:24]=2. The catalyst class is: 15. (6) Reactant: C([O:8][C:9]1[CH:10]=[C:11]2[C:15](=[CH:16][CH:17]=1)[N:14]([C:18]1[CH:23]=[CH:22][C:21]([F:24])=[CH:20][CH:19]=1)[CH:13]=[CH:12]2)C1C=CC=CC=1. Product: [F:24][C:21]1[CH:22]=[CH:23][C:18]([N:14]2[C:15]3[C:11](=[CH:10][C:9]([OH:8])=[CH:17][CH:16]=3)[CH:12]=[CH:13]2)=[CH:19][CH:20]=1. The catalyst class is: 29. (7) Reactant: [N-:1]=[N+:2]=[N-:3].[Na+].Br[CH:6]1[C:12](=[O:13])[CH:11]([CH3:14])[CH2:10][CH2:9][N:8]([S:15]([C:18]2[CH:24]=[CH:23][C:21]([CH3:22])=[CH:20][CH:19]=2)(=[O:17])=[O:16])[CH2:7]1. Product: [N:1]([CH:6]1[C:12](=[O:13])[CH:11]([CH3:14])[CH2:10][CH2:9][N:8]([S:15]([C:18]2[CH:19]=[CH:20][C:21]([CH3:22])=[CH:23][CH:24]=2)(=[O:16])=[O:17])[CH2:7]1)=[N+:2]=[N-:3]. The catalyst class is: 3. (8) Reactant: [C:1](Cl)(=[O:8])[C:2]1[CH:7]=[CH:6][CH:5]=[CH:4][CH:3]=1.[O:10]=[C:11]1[CH:17]([CH2:18][C:19]([O:21][CH3:22])=[O:20])[CH2:16][C:15]2[CH:23]=[CH:24][C:25]([O:27][CH2:28][CH2:29][CH2:30][NH:31][C:32]3[CH:37]=[CH:36][CH:35]=[CH:34][N:33]=3)=[CH:26][C:14]=2[CH2:13][N:12]1[CH2:38][C:39]1[CH:44]=[CH:43][C:42]([C:45]([F:48])([F:47])[F:46])=[CH:41][CH:40]=1.C(N(C(C)C)CC)(C)C. Product: [O:10]=[C:11]1[CH:17]([CH2:18][C:19]([O:21][CH3:22])=[O:20])[CH2:16][C:15]2[CH:23]=[CH:24][C:25]([O:27][CH2:28][CH2:29][CH2:30][N:31]([C:32]3[CH:37]=[CH:36][CH:35]=[CH:34][N:33]=3)[C:1](=[O:8])[C:2]3[CH:7]=[CH:6][CH:5]=[CH:4][CH:3]=3)=[CH:26][C:14]=2[CH2:13][N:12]1[CH2:38][C:39]1[CH:44]=[CH:43][C:42]([C:45]([F:48])([F:46])[F:47])=[CH:41][CH:40]=1. The catalyst class is: 2. (9) Reactant: [CH3:1][C:2]1([CH3:19])[O:6][C@H:5]([CH2:7][O:8][C:9]2[CH:14]=[CH:13][C:12]([CH2:15][CH2:16][CH2:17][OH:18])=[CH:11][CH:10]=2)[CH2:4][O:3]1.[CH3:20][S:21](Cl)(=[O:23])=[O:22]. Product: [CH3:1][C:2]1([CH3:19])[O:6][C@H:5]([CH2:7][O:8][C:9]2[CH:14]=[CH:13][C:12]([CH2:15][CH2:16][CH2:17][O:18][S:21]([CH3:20])(=[O:23])=[O:22])=[CH:11][CH:10]=2)[CH2:4][O:3]1. The catalyst class is: 28. (10) The catalyst class is: 857. Product: [CH3:11][C:12]([CH3:19])([C:13]([NH:1][C:2]1[CH:7]=[CH:6][CH:5]=[C:4]([N+:8]([O-:10])=[O:9])[CH:3]=1)=[O:14])[CH2:17][C:16]([OH:18])=[O:15]. Reactant: [NH2:1][C:2]1[CH:3]=[C:4]([N+:8]([O-:10])=[O:9])[CH:5]=[CH:6][CH:7]=1.[CH3:11][C:12]1([CH3:19])[CH2:17][C:16](=[O:18])[O:15][C:13]1=[O:14].